This data is from Catalyst prediction with 721,799 reactions and 888 catalyst types from USPTO. The task is: Predict which catalyst facilitates the given reaction. (1) Reactant: [OH:1][CH2:2][C:3]([CH3:20])([CH3:19])[CH2:4][NH:5][C:6]([C:8]1[C:16]2[C:11](=[N:12][CH:13]=[C:14]([CH:17]=[CH2:18])[N:15]=2)[NH:10][CH:9]=1)=[O:7]. Product: [OH:1][CH2:2][C:3]([CH3:19])([CH3:20])[CH2:4][NH:5][C:6]([C:8]1[C:16]2[C:11](=[N:12][CH:13]=[C:14]([CH2:17][CH3:18])[N:15]=2)[NH:10][CH:9]=1)=[O:7]. The catalyst class is: 45. (2) Reactant: Br[C:2]1[CH:7]=[CH:6][C:5]([Cl:8])=[CH:4][N:3]=1.C([O-])([O-])=O.[Na+].[Na+].[F:15][C:16]1[CH:21]=[C:20]([O:22][CH3:23])[CH:19]=[CH:18][C:17]=1B(O)O. Product: [Cl:8][C:5]1[CH:6]=[CH:7][C:2]([C:17]2[CH:18]=[CH:19][C:20]([O:22][CH3:23])=[CH:21][C:16]=2[F:15])=[N:3][CH:4]=1. The catalyst class is: 108. (3) Product: [CH3:17][C@H:15]1[CH2:14][C@H:13]([CH3:18])[O:12][C:11]2([CH2:19][CH2:20][NH:8][CH2:9][C@H:10]2[CH3:21])[O:16]1. Reactant: C([N:8]1[CH2:20][CH2:19][C:11]2([O:16][C@@H:15]([CH3:17])[CH2:14][C@H:13]([CH3:18])[O:12]2)[C@H:10]([CH3:21])[CH2:9]1)C1C=CC=CC=1.[H][H]. The catalyst class is: 293. (4) Product: [Cl:26][C:23]1[CH:24]=[CH:25][C:20]([S:19][C:4]2[C:3]3[C:2]([CH:35]([OH:39])[CH:36]([CH3:38])[CH3:37])=[CH:10][C:9]([F:11])=[CH:8][C:7]=3[N:6]3[CH2:12][CH2:13][CH:14]([CH2:15][C:16]([OH:18])=[O:17])[C:5]=23)=[CH:21][CH:22]=1. The catalyst class is: 1. Reactant: Br[C:2]1[C:3]2[C:4]([S:19][C:20]3[CH:25]=[CH:24][C:23]([Cl:26])=[CH:22][CH:21]=3)=[C:5]3[CH:14]([CH2:15][C:16]([OH:18])=[O:17])[CH2:13][CH2:12][N:6]3[C:7]=2[CH:8]=[C:9]([F:11])[CH:10]=1.C[Mg+].[Br-].[Li]C(CC)C.[CH:35](=[O:39])[CH:36]([CH3:38])[CH3:37]. (5) Reactant: [C:1]1([P:7]([C:31]2[CH:36]=[CH:35][CH:34]=[CH:33][CH:32]=2)[C@H:8]2[CH2:16][C@@H:11]3[O:12][C:13](=[O:15])[CH2:14][C@@H:10]3[C@H:9]2[CH2:17][P:18]([C:25]2[CH:30]=[CH:29][CH:28]=[CH:27][CH:26]=2)[C:19]2[CH:24]=[CH:23][CH:22]=[CH:21][CH:20]=2)[CH:6]=[CH:5][CH:4]=[CH:3][CH:2]=1.B.C1N2CCN(CC2)C1. The catalyst class is: 11. Product: [C:31]1([P:7]([C:1]2[CH:6]=[CH:5][CH:4]=[CH:3][CH:2]=2)[CH:8]2[CH2:16][CH:11]3[O:12][C:13](=[O:15])[CH2:14][CH:10]3[CH:9]2[CH2:17][P:18]([C:19]2[CH:20]=[CH:21][CH:22]=[CH:23][CH:24]=2)[C:25]2[CH:26]=[CH:27][CH:28]=[CH:29][CH:30]=2)[CH:36]=[CH:35][CH:34]=[CH:33][CH:32]=1. (6) Reactant: [Br:1][C:2]1[C:3](=[O:30])[N:4]([C:19]2[CH:24]=[C:23]([C:25](=O)[C:26]#[CH:27])[CH:22]=[CH:21][C:20]=2[CH3:29])[C:5]([CH3:18])=[N:6][C:7]=1[O:8][CH2:9][C:10]1[CH:15]=[CH:14][C:13]([F:16])=[CH:12][C:11]=1[F:17].Cl.[OH:32][C:33]([CH3:38])([CH3:37])[C:34]([NH2:36])=[NH:35].C(=O)([O-])[O-].[K+].[K+]. Product: [Br:1][C:2]1[C:3](=[O:30])[N:4]([C:19]2[CH:24]=[C:23]([C:25]3[CH:26]=[CH:27][N:36]=[C:34]([C:33]([OH:32])([CH3:38])[CH3:37])[N:35]=3)[CH:22]=[CH:21][C:20]=2[CH3:29])[C:5]([CH3:18])=[N:6][C:7]=1[O:8][CH2:9][C:10]1[CH:15]=[CH:14][C:13]([F:16])=[CH:12][C:11]=1[F:17]. The catalyst class is: 10. (7) Reactant: [OH:1]OS([O-])=O.[K+].[Br:7][C:8]1[CH:13]=[CH:12][C:11]([S:14][CH2:15][CH2:16][CH3:17])=[CH:10][CH:9]=1.[OH2:18]. Product: [Br:7][C:8]1[CH:9]=[CH:10][C:11]([S:14]([CH2:15][CH2:16][CH3:17])(=[O:1])=[O:18])=[CH:12][CH:13]=1. The catalyst class is: 36.